From a dataset of Catalyst prediction with 721,799 reactions and 888 catalyst types from USPTO. Predict which catalyst facilitates the given reaction. Reactant: [NH2:1][C@@H:2]1[CH2:7][C@H:6]([N:8]([C:13]([C:15]2[C:16]([NH:25][CH2:26][CH2:27][CH2:28][S:29][CH3:30])=[N:17][C:18]([C:21]([CH3:24])([CH3:23])[CH3:22])=[N:19][CH:20]=2)=[O:14])[CH2:9][CH:10]([CH3:12])[CH3:11])[CH2:5][N:4]([C:31]([O:33][C:34]([CH3:37])([CH3:36])[CH3:35])=[O:32])[CH2:3]1.C(N(CC)CC)C.[CH3:45][S:46](Cl)(=[O:48])=[O:47]. Product: [C:21]([C:18]1[N:17]=[C:16]([NH:25][CH2:26][CH2:27][CH2:28][S:29][CH3:30])[C:15]([C:13]([N:8]([CH2:9][CH:10]([CH3:12])[CH3:11])[C@H:6]2[CH2:7][C@@H:2]([NH:1][S:46]([CH3:45])(=[O:48])=[O:47])[CH2:3][N:4]([C:31]([O:33][C:34]([CH3:35])([CH3:36])[CH3:37])=[O:32])[CH2:5]2)=[O:14])=[CH:20][N:19]=1)([CH3:24])([CH3:22])[CH3:23]. The catalyst class is: 325.